Dataset: Catalyst prediction with 721,799 reactions and 888 catalyst types from USPTO. Task: Predict which catalyst facilitates the given reaction. (1) Reactant: Br[C:2]1[N:6]=[CH:5][N:4]([C:7]2[CH:12]=[CH:11][C:10]([O:13][C:14]([F:17])([F:16])[F:15])=[CH:9][CH:8]=2)[N:3]=1.CC1(C)C(C)(C)OB([C:26]2[CH:27]=[C:28]3[C:32](=[CH:33][CH:34]=2)[CH2:31][CH:30]([NH:35][C:36](=[O:42])[O:37][C:38]([CH3:41])([CH3:40])[CH3:39])[CH2:29]3)O1.C(=O)(O)[O-].[Na+].O1CCOCC1. Product: [F:15][C:14]([F:17])([F:16])[O:13][C:10]1[CH:11]=[CH:12][C:7]([N:4]2[CH:5]=[N:6][C:2]([C:34]3[CH:33]=[C:32]4[C:28](=[CH:27][CH:26]=3)[CH2:29][CH:30]([NH:35][C:36](=[O:42])[O:37][C:38]([CH3:40])([CH3:39])[CH3:41])[CH2:31]4)=[N:3]2)=[CH:8][CH:9]=1. The catalyst class is: 103. (2) Reactant: [C:1]([C:5]1[CH:10]=[CH:9][C:8]([S:11]([NH:14][C:15]2[C:20]([O:21][C:22]3[CH:27]=[CH:26][CH:25]=[CH:24][C:23]=3[O:28][CH3:29])=[C:19](Cl)[N:18]=[C:17]([C:31]3[N:36]=[CH:35][CH:34]=[CH:33][N:32]=3)[N:16]=2)(=[O:13])=[O:12])=[CH:7][CH:6]=1)([CH3:4])([CH3:3])[CH3:2].[OH-].[K+].C1([O:45]C2C=CC=CC=2)C=CC=CC=1.O. Product: [C:1]([C:5]1[CH:10]=[CH:9][C:8]([S:11]([NH:14][C:15]2[C:20]([O:21][C:22]3[CH:27]=[CH:26][CH:25]=[CH:24][C:23]=3[O:28][CH3:29])=[C:19]([OH:45])[N:18]=[C:17]([C:31]3[N:36]=[CH:35][CH:34]=[CH:33][N:32]=3)[N:16]=2)(=[O:13])=[O:12])=[CH:7][CH:6]=1)([CH3:4])([CH3:3])[CH3:2]. The catalyst class is: 11. (3) Reactant: [CH3:1][C@@H:2]([C@@H:9]1[C@@:13]2([CH3:31])[CH2:14][CH2:15][CH:16]3[C@@:21]4([CH3:30])[CH2:22][CH2:23][CH:24]([O:26][C:27](Cl)=[O:28])[CH2:25][C:20]4=[CH:19][CH2:18][CH:17]3[CH:12]2[CH2:11][CH2:10]1)[CH2:3][CH2:4][CH2:5][CH:6]([CH3:8])[CH3:7].[CH3:32][N:33]([CH3:37])[CH2:34][CH2:35][NH2:36].II. Product: [CH3:1][C@@H:2]([C@@H:9]1[C@@:13]2([CH3:31])[CH2:14][CH2:15][C@@H:16]3[C@@:21]4([CH3:30])[CH2:22][CH2:23][C@H:24]([O:26][C:27]([NH:36][CH2:35][CH2:34][N:33]([CH3:37])[CH3:32])=[O:28])[CH2:25][C:20]4=[CH:19][CH2:18][C@H:17]3[C@@H:12]2[CH2:11][CH2:10]1)[CH2:3][CH2:4][CH2:5][CH:6]([CH3:8])[CH3:7]. The catalyst class is: 22. (4) Reactant: [C@@H:1]12[CH2:7][C@@H:4]([CH2:5][CH2:6]1)[CH2:3][C@H:2]2[N:8]1[CH2:13][CH2:12][CH:11]([C:14]2[CH:19]=[CH:18][CH:17]=[CH:16][C:15]=2[OH:20])[CH2:10][CH2:9]1.C([O-])([O-])=O.[K+].[K+].Cl[CH2:28][C:29](=[O:31])[CH3:30].N[C@H](C(O)=O)CC1C=C2C(C=CC=C2)=CC=1. Product: [C@@H:1]12[CH2:7][C@@H:4]([CH2:5][CH2:6]1)[CH2:3][C@H:2]2[N:8]1[CH2:9][CH2:10][CH:11]([C:14]2[CH:19]=[CH:18][CH:17]=[CH:16][C:15]=2[O:20][CH2:28][C:29](=[O:31])[CH3:30])[CH2:12][CH2:13]1. The catalyst class is: 3.